From a dataset of Full USPTO retrosynthesis dataset with 1.9M reactions from patents (1976-2016). Predict the reactants needed to synthesize the given product. Given the product [ClH:10].[CH2:31]([NH:32][C:14]([NH:13][C:11]([C:4]1[C:3]([NH2:2])=[N:8][C:7]([NH2:9])=[C:6]([Cl:10])[N:5]=1)=[O:12])=[NH:17])[CH2:30][CH2:29][CH3:28], predict the reactants needed to synthesize it. The reactants are: I.[NH2:2][C:3]1[C:4]([C:11]([NH:13][C:14](=[NH:17])SC)=[O:12])=[N:5][C:6]([Cl:10])=[C:7]([NH2:9])[N:8]=1.OCCOC1C=CC([CH2:28][CH2:29][CH2:30][CH2:31][NH2:32])=CC=1.CO.C(N(C(C)C)CC)(C)C.